This data is from Full USPTO retrosynthesis dataset with 1.9M reactions from patents (1976-2016). The task is: Predict the reactants needed to synthesize the given product. (1) Given the product [C:1]([O:4][C@@H:5]1[C@@H:18]([O:19][C:20](=[O:22])[CH3:21])[C@H:17]([O:23][C:24](=[O:26])[CH3:25])[CH2:16][S:15][C@H:6]1[O:7][C:8]1[CH:9]=[N:10][CH:11]=[C:12]([C:31]2[CH:32]=[N:33][C:28]([Cl:27])=[CH:29][CH:30]=2)[CH:13]=1)(=[O:3])[CH3:2], predict the reactants needed to synthesize it. The reactants are: [C:1]([O:4][C@@H:5]1[C@@H:18]([O:19][C:20](=[O:22])[CH3:21])[C@H:17]([O:23][C:24](=[O:26])[CH3:25])[CH2:16][S:15][C@H:6]1[O:7][C:8]1[CH:9]=[N:10][CH:11]=[C:12](Br)[CH:13]=1)(=[O:3])[CH3:2].[Cl:27][C:28]1[N:33]=[CH:32][C:31](B(O)O)=[CH:30][CH:29]=1. (2) Given the product [CH3:1][C:2](=[CH:4][CH2:5][CH2:6][CH:7]([CH2:9][CH:10]=[O:11])[CH3:8])[CH3:3], predict the reactants needed to synthesize it. The reactants are: [CH3:1][C:2](=[CH:4][CH2:5][CH2:6][C:7](=[CH:9][CH:10]=[O:11])[CH3:8])[CH3:3].CC(=CCC/C(=C/C=O)/C)C.CC(=CCC/C(=C\C=O)/C)C.